The task is: Predict the reactants needed to synthesize the given product.. This data is from Full USPTO retrosynthesis dataset with 1.9M reactions from patents (1976-2016). (1) Given the product [O:1]([C:8]1[CH:23]=[CH:22][C:11]([O:12][C:13]2[C:14]3[N:21]([CH:53]4[CH2:54][CH2:55][N:50]([C:48]([O:47][C:43]([CH3:46])([CH3:45])[CH3:44])=[O:49])[CH2:51][CH2:52]4)[N:20]=[CH:19][C:15]=3[N:16]=[CH:17][N:18]=2)=[CH:10][CH:9]=1)[C:2]1[CH:3]=[CH:4][CH:5]=[CH:6][CH:7]=1, predict the reactants needed to synthesize it. The reactants are: [O:1]([C:8]1[CH:23]=[CH:22][C:11]([O:12][C:13]2[C:14]3[NH:21][N:20]=[CH:19][C:15]=3[N:16]=[CH:17][N:18]=2)=[CH:10][CH:9]=1)[C:2]1[CH:7]=[CH:6][CH:5]=[CH:4][CH:3]=1.C1(P(C2C=CC=CC=2)C2C=CC=CC=2)C=CC=CC=1.[C:43]([O:47][C:48]([N:50]1[CH2:55][CH2:54][CH:53](O)[CH2:52][CH2:51]1)=[O:49])([CH3:46])([CH3:45])[CH3:44].C1COCC1.N(/C(OC(C)C)=O)=N\C(OC(C)C)=O. (2) The reactants are: Br[C:2]1[CH:3]=[C:4]([F:15])[CH:5]=[C:6]2[C:10]=1[NH:9][C:8]([C:11]([NH2:13])=[O:12])=[C:7]2[CH3:14].[Cl:16][C:17]1[CH:22]=[CH:21][C:20](B(O)O)=[C:19]([F:26])[CH:18]=1. Given the product [Cl:16][C:17]1[CH:22]=[CH:21][C:20]([C:2]2[CH:3]=[C:4]([F:15])[CH:5]=[C:6]3[C:10]=2[NH:9][C:8]([C:11]([NH2:13])=[O:12])=[C:7]3[CH3:14])=[C:19]([F:26])[CH:18]=1, predict the reactants needed to synthesize it. (3) Given the product [O:16]=[C:8]1[NH:9][C:10]2[CH:15]=[C:14]([S:2]([Cl:1])(=[O:5])=[O:3])[CH:13]=[CH:12][C:11]=2[S:6][CH2:7]1, predict the reactants needed to synthesize it. The reactants are: [Cl:1][S:2]([OH:5])(=O)=[O:3].[S:6]1[C:11]2[CH:12]=[CH:13][CH:14]=[CH:15][C:10]=2[NH:9][C:8](=[O:16])[CH2:7]1. (4) Given the product [Cl:14][C:15]1[CH:23]=[CH:22][CH:21]=[C:20]([F:24])[C:16]=1[C:17]([C:3]1[C:4]2[C:5](=[C:6]([NH:10][C:11](=[O:13])[CH3:12])[N:7]=[CH:8][CH:9]=2)[NH:1][CH:2]=1)=[O:18], predict the reactants needed to synthesize it. The reactants are: [NH:1]1[C:5]2=[C:6]([NH:10][C:11](=[O:13])[CH3:12])[N:7]=[CH:8][CH:9]=[C:4]2[CH:3]=[CH:2]1.[Cl:14][C:15]1[CH:23]=[CH:22][CH:21]=[C:20]([F:24])[C:16]=1[C:17](Cl)=[O:18]. (5) Given the product [CH3:15][O:13][C:12]([C@@H:7]1[CH2:8][CH2:9][CH2:10][CH2:11][C@@H:6]1[NH2:5])=[O:14], predict the reactants needed to synthesize it. The reactants are: S(Cl)(Cl)=O.[NH2:5][C@H:6]1[CH2:11][CH2:10][CH2:9][CH2:8][C@H:7]1[C:12]([OH:14])=[O:13].[CH3:15]O. (6) Given the product [C:1]([O:4][CH2:5][CH2:6][SiH:7]([Cl:9])[Cl:8])(=[O:3])[CH3:2], predict the reactants needed to synthesize it. The reactants are: [C:1]([O:4][CH2:5][CH2:6][Si:7](Cl)([Cl:9])[Cl:8])(=[O:3])[CH3:2].C[SiH](Cl)Cl.